Dataset: Forward reaction prediction with 1.9M reactions from USPTO patents (1976-2016). Task: Predict the product of the given reaction. (1) Given the reactants [CH2:1]([O:3][CH:4]([O:11][CH2:12][CH3:13])[C:5]1[CH:10]=[CH:9][N:8]=[CH:7][CH:6]=1)[CH3:2].[I:14][CH3:15], predict the reaction product. The product is: [I-:14].[CH2:12]([O:11][CH:4]([O:3][CH2:1][CH3:2])[C:5]1[CH:6]=[CH:7][N+:8]([CH3:15])=[CH:9][CH:10]=1)[CH3:13]. (2) Given the reactants [CH3:1][O:2][CH2:3][C@H:4]([CH3:31])[O:5][C:6]1[CH:7]=[C:8]([C:23]2[NH:27][C:26]([C:28](O)=[O:29])=[CH:25][CH:24]=2)[CH:9]=[C:10]([O:12][C:13]2[CH:18]=[CH:17][C:16]([S:19]([CH3:22])(=[O:21])=[O:20])=[CH:15][CH:14]=2)[CH:11]=1.Cl.[CH3:33][O:34][C:35](=[O:38])[CH2:36][NH2:37].CCN=C=NCCCN(C)C.Cl.Cl, predict the reaction product. The product is: [CH3:1][O:2][CH2:3][C@H:4]([CH3:31])[O:5][C:6]1[CH:7]=[C:8]([C:23]2[NH:27][C:26]([C:28]([NH:37][CH2:36][C:35]([O:34][CH3:33])=[O:38])=[O:29])=[CH:25][CH:24]=2)[CH:9]=[C:10]([O:12][C:13]2[CH:18]=[CH:17][C:16]([S:19]([CH3:22])(=[O:21])=[O:20])=[CH:15][CH:14]=2)[CH:11]=1.